Dataset: Forward reaction prediction with 1.9M reactions from USPTO patents (1976-2016). Task: Predict the product of the given reaction. (1) The product is: [F:1][C:2]1[CH:3]=[C:4]([CH3:10])[C:5]([OH:9])=[C:6]([C:7]=1[F:8])[CH:11]=[O:26]. Given the reactants [F:1][C:2]1[C:7]([F:8])=[CH:6][C:5]([OH:9])=[C:4]([CH3:10])[CH:3]=1.[CH2:11]1N2CN3CN(C2)CN1C3.S(=O)(=O)(O)O.[OH2:26], predict the reaction product. (2) Given the reactants [H-].[Na+].[CH3:3][C:4]([OH:13])([CH2:7][CH2:8][CH:9]=[C:10]([CH3:12])[CH3:11])[CH2:5][CH3:6].[CH2:14](Br)[CH:15]=[CH2:16], predict the reaction product. The product is: [CH2:16]([O:13][C:4]([CH3:3])([CH2:5][CH3:6])[CH2:7][CH2:8][CH:9]=[C:10]([CH3:12])[CH3:11])[CH:15]=[CH2:14]. (3) Given the reactants [CH:1]1(B(O)O)[CH2:3][CH2:2]1.C(=O)([O-])[O-].[Na+].[Na+].C1(P(C2CCCCC2)C2C=CC=CC=2C2C(OC)=CC=CC=2OC)CCCCC1.Br[C:43]1[C:48]([C:49]2[CH:54]=[CH:53][C:52]([F:55])=[CH:51][C:50]=2[F:56])=[C:47]([F:57])[C:46]([O:58][CH:59]([CH3:61])[CH3:60])=[C:45]([CH:62]=[O:63])[CH:44]=1, predict the reaction product. The product is: [CH:1]1([C:43]2[C:48]([C:49]3[CH:54]=[CH:53][C:52]([F:55])=[CH:51][C:50]=3[F:56])=[C:47]([F:57])[C:46]([O:58][CH:59]([CH3:61])[CH3:60])=[C:45]([CH:62]=[O:63])[CH:44]=2)[CH2:3][CH2:2]1. (4) Given the reactants [N:1]1[C:10]2[C:5](=[CH:6][C:7]([CH2:11][N:12]3[C:16]4=[N:17][C:18]([C:21]5[CH:29]=[CH:28][C:24]([C:25](O)=[O:26])=[CH:23][CH:22]=5)=[CH:19][CH:20]=[C:15]4[N:14]=[N:13]3)=[CH:8][CH:9]=2)[CH:4]=[CH:3][CH:2]=1.C1C=CC2N(O)N=NC=2C=1.CCN=C=NCCCN(C)C.[ClH:51].C(N(CC)CC)C.[CH3:59][O:60][CH2:61][CH2:62][NH:63][CH2:64][CH2:65][O:66][CH3:67], predict the reaction product. The product is: [ClH:51].[CH3:59][O:60][CH2:61][CH2:62][N:63]([CH2:64][CH2:65][O:66][CH3:67])[C:25](=[O:26])[C:24]1[CH:28]=[CH:29][C:21]([C:18]2[N:17]=[C:16]3[N:12]([CH2:11][C:7]4[CH:6]=[C:5]5[C:10](=[CH:9][CH:8]=4)[N:1]=[CH:2][CH:3]=[CH:4]5)[N:13]=[N:14][C:15]3=[CH:20][CH:19]=2)=[CH:22][CH:23]=1. (5) Given the reactants Br[C:2]1[CH:3]=[C:4]([NH:10][C:11]2[CH:23]=[C:14]3[CH2:15][N:16]([CH2:19][CH2:20][O:21][CH3:22])[CH2:17][CH2:18][N:13]3[N:12]=2)[C:5](=[O:9])[N:6]([CH3:8])[CH:7]=1.[B:24]1([B:24]2[O:28][C:27]([CH3:30])([CH3:29])[C:26]([CH3:32])([CH3:31])[O:25]2)[O:28][C:27]([CH3:30])([CH3:29])[C:26]([CH3:32])([CH3:31])[O:25]1.CC(C1C=C(C(C)C)C(C2C=CC=CC=2P(C2CCCCC2)C2CCCCC2)=C(C(C)C)C=1)C.C([O-])(=O)C.[K+], predict the reaction product. The product is: [CH3:22][O:21][CH2:20][CH2:19][N:16]1[CH2:17][CH2:18][N:13]2[N:12]=[C:11]([NH:10][C:4]3[C:5](=[O:9])[N:6]([CH3:8])[CH:7]=[C:2]([B:24]4[O:28][C:27]([CH3:30])([CH3:29])[C:26]([CH3:32])([CH3:31])[O:25]4)[CH:3]=3)[CH:23]=[C:14]2[CH2:15]1. (6) Given the reactants C([O-])=O.[NH4+].[N+:5]([C:8]1[CH:13]=[CH:12][C:11]([N:14]2[CH:18]=[N:17][CH:16]=[N:15]2)=[CH:10][C:9]=1[O:19][CH:20]([CH3:22])[CH3:21])([O-])=O, predict the reaction product. The product is: [CH3:22][CH:20]([O:19][C:9]1[CH:10]=[C:11]([N:14]2[CH:18]=[N:17][CH:16]=[N:15]2)[CH:12]=[CH:13][C:8]=1[NH2:5])[CH3:21].